The task is: Predict the product of the given reaction.. This data is from Forward reaction prediction with 1.9M reactions from USPTO patents (1976-2016). (1) Given the reactants C[C@H](O[C:7]1[N:15]=[C:14]2[C:10]([N:11]=[C:12]([O:26][CH3:27])[N:13]2[CH2:16][CH2:17][CH2:18][NH:19][CH2:20][CH:21]2[CH2:25][CH2:24][CH2:23]O2)=[C:9]([NH2:28])[N:8]=1)CCC.FC(F)(F)[C:31]([OH:33])=O.[CH2:36]([NH:40]C1N=C2C(N=C(OC)N2)=C(N)N=1)[CH2:37][CH2:38][CH3:39].BrCCCBr.O1CCCC1CCN, predict the reaction product. The product is: [CH2:36]([NH:40][C:7]1[N:15]=[C:14]2[C:10]([N:11]=[C:12]([O:26][CH3:27])[N:13]2[CH2:16][CH2:17][CH2:18][NH:19][CH2:20][CH2:21][CH:25]2[CH2:24][CH2:23][CH2:31][O:33]2)=[C:9]([NH2:28])[N:8]=1)[CH2:37][CH2:38][CH3:39]. (2) Given the reactants [OH:1][C:2]([C:5]1[CH:10]=[CH:9][C:8]([C:11]2[N:33](S(C3C=CC(C)=CC=3)(=O)=O)[C:14]3=[N:15][CH:16]=[CH:17][C:18]([C:19]4[CH:20]=[CH:21][C:22]([O:27][C@@H:28]5[CH2:32][CH2:31][NH:30][CH2:29]5)=[C:23]([CH:26]=4)[C:24]#[N:25])=[C:13]3[CH:12]=2)=[CH:7][CH:6]=1)([CH3:4])[CH3:3].[C:44](O)(=[O:47])[CH2:45][OH:46].CN(C(ON1N=NC2C=CC=NC1=2)=[N+](C)C)C.F[P-](F)(F)(F)(F)F.C([O-])([O-])=O.[Cs+].[Cs+], predict the reaction product. The product is: [OH:47][CH2:44][C:45]([N:30]1[CH2:31][CH2:32][C@@H:28]([O:27][C:22]2[CH:21]=[CH:20][C:19]([C:18]3[CH:17]=[CH:16][N:15]=[C:14]4[NH:33][C:11]([C:8]5[CH:7]=[CH:6][C:5]([C:2]([OH:1])([CH3:4])[CH3:3])=[CH:10][CH:9]=5)=[CH:12][C:13]=34)=[CH:26][C:23]=2[C:24]#[N:25])[CH2:29]1)=[O:46]. (3) Given the reactants [F:1][C:2]1[CH:3]=[C:4]([CH:9]=[CH:10][C:11]=1[C:12]([F:15])([F:14])[F:13])[C:5](Cl)=[N:6][OH:7].[C:16]([O:24][CH3:25])(=[O:23])[C:17]#[C:18][C:19]([O:21][CH3:22])=[O:20].C(N(CC)CC)C, predict the reaction product. The product is: [F:1][C:2]1[CH:3]=[C:4]([C:5]2[C:18]([C:19]([O:21][CH3:22])=[O:20])=[C:17]([C:16]([O:24][CH3:25])=[O:23])[O:7][N:6]=2)[CH:9]=[CH:10][C:11]=1[C:12]([F:15])([F:14])[F:13]. (4) Given the reactants [CH2:1]([C:5]1([CH3:32])[CH2:10][CH2:9][N:8]([C:11]2[N:16]3[CH:17]=[C:18]([C:20]([O:22][CH2:23][CH3:24])=[O:21])[N:19]=[C:15]3[CH:14]=[C:13]([CH3:25])[C:12]=2[C:26](=[O:31])[C:27]([O:29][CH3:30])=[O:28])[CH2:7][CH2:6]1)[CH2:2][CH:3]=[CH2:4].CC(O)C.C(=O)=O.[B]1OC2C(=CC=CC=2)O1.C([O-])([O-])=O.[K+].[K+], predict the reaction product. The product is: [CH2:1]([C:5]1([CH3:32])[CH2:10][CH2:9][N:8]([C:11]2[N:16]3[CH:17]=[C:18]([C:20]([O:22][CH2:23][CH3:24])=[O:21])[N:19]=[C:15]3[CH:14]=[C:13]([CH3:25])[C:12]=2[C@H:26]([OH:31])[C:27]([O:29][CH3:30])=[O:28])[CH2:7][CH2:6]1)[CH2:2][CH:3]=[CH2:4]. (5) Given the reactants Cl[C:2]1[CH:7]=[C:6]([Cl:8])[N:5]=[CH:4][N:3]=1.[F:9][C:10]1[CH:15]=[C:14]([N+:16]([O-:18])=[O:17])[CH:13]=[CH:12][C:11]=1[OH:19].CN(C=O)C.C(=O)([O-])[O-].[K+].[K+], predict the reaction product. The product is: [Cl:8][C:6]1[CH:7]=[C:2]([O:19][C:11]2[CH:12]=[CH:13][C:14]([N+:16]([O-:18])=[O:17])=[CH:15][C:10]=2[F:9])[N:3]=[CH:4][N:5]=1. (6) Given the reactants [F:1][C:2]1[CH:9]=[CH:8][C:5]([CH2:6][OH:7])=[CH:4][CH:3]=1.[H-].[Na+].Cl[C:13]1[CH:18]=[N:17][CH:16]=[C:15](Cl)[N:14]=1.[NH:20]1[CH2:25][CH2:24][NH:23][CH2:22][CH2:21]1.C([O-])([O-])=O.[K+].[K+], predict the reaction product. The product is: [F:1][C:2]1[CH:9]=[CH:8][C:5]([CH2:6][O:7][C:13]2[CH:18]=[N:17][CH:16]=[C:15]([N:20]3[CH2:25][CH2:24][NH:23][CH2:22][CH2:21]3)[N:14]=2)=[CH:4][CH:3]=1. (7) The product is: [C:21]([O:20][C:18]([N:17]1[CH:13]([CH:14]=[CH2:15])[CH2:12][CH2:11][CH:10]1[C:9]([O:8][CH2:1][C:2]1[CH:7]=[CH:6][CH:5]=[CH:4][CH:3]=1)=[O:25])=[O:19])([CH3:24])([CH3:23])[CH3:22]. Given the reactants [CH2:1]([O:8][C:9](=[O:25])[CH:10]([NH:17][C:18]([O:20][C:21]([CH3:24])([CH3:23])[CH3:22])=[O:19])[CH2:11][CH2:12][CH:13](O)[CH:14]=[CH2:15])[C:2]1[CH:7]=[CH:6][CH:5]=[CH:4][CH:3]=1.CS(Cl)(=O)=O.C(NCC)C, predict the reaction product.